Dataset: Reaction yield outcomes from USPTO patents with 853,638 reactions. Task: Predict the reaction yield, written as a fraction of the theoretical maximum amount of product (1.0 means a 100% yield; for example, 0.34 means a 34% yield). (1) The reactants are [Br:1][C:2]1[CH:3]=[C:4]2[C:14](=[CH:15][CH:16]=1)[O:13][C:7]1[CH:8]=[N:9][C:10]([Cl:12])=[CH:11][C:6]=1[C:5]2([C:18]([CH3:20])=[CH2:19])[OH:17].B.C1C[O:25]CC1.[OH-].[Na+].OO. The catalyst is C1COCC1.O.CCOCC. The product is [Br:1][C:2]1[CH:3]=[C:4]2[C:14](=[CH:15][CH:16]=1)[O:13][C:7]1[CH:8]=[N:9][C:10]([Cl:12])=[CH:11][C:6]=1[C:5]2([CH:18]([CH3:20])[CH2:19][OH:25])[OH:17]. The yield is 0.750. (2) The reactants are [CH2:1]([Zn]CC)C.CCCCCC.FC(F)(F)C(O)=O.ICI.[F:22][C:23]1[CH:28]=[CH:27][C:26]([C@@:29]([NH:51][S@:52]([C:54]([CH3:57])([CH3:56])[CH3:55])=[O:53])([C:37]2[CH:42]=[C:41]([O:43][C:44]([F:49])([F:48])[CH:45]([F:47])[F:46])[CH:40]=[C:39]([F:50])[CH:38]=2)[CH2:30][C:31]2[CH:36]=[CH:35][CH:34]=[CH:33][CH:32]=2)=[CH:25][C:24]=1[O:58][CH:59]=[CH2:60]. The catalyst is C(Cl)Cl. The product is [CH:59]1([O:58][C:24]2[CH:25]=[C:26]([C@@:29]([NH:51][S@:52]([C:54]([CH3:56])([CH3:55])[CH3:57])=[O:53])([C:37]3[CH:42]=[C:41]([O:43][C:44]([F:48])([F:49])[CH:45]([F:46])[F:47])[CH:40]=[C:39]([F:50])[CH:38]=3)[CH2:30][C:31]3[CH:36]=[CH:35][CH:34]=[CH:33][CH:32]=3)[CH:27]=[CH:28][C:23]=2[F:22])[CH2:1][CH2:60]1. The yield is 0.710. (3) The reactants are [Br:1][C:2]1[CH:3]=[CH:4][C:5]([O:11][CH:12]([C:14]([OH:16])=O)[CH3:13])=[C:6]([CH:10]=1)C(O)=O.[C:17](OC(=O)C)(=[O:19])[CH3:18].C([O-])(=O)C.[Na+]. No catalyst specified. The product is [Br:1][C:2]1[CH:10]=[CH:6][C:5]2[O:11][C:12]([CH3:13])=[C:14]([O:16][C:17](=[O:19])[CH3:18])[C:4]=2[CH:3]=1. The yield is 0.650. (4) The reactants are [CH3:1][C:2]1[CH:3]=[C:4]([OH:11])[CH:5]=[CH:6][C:7]=1[N+:8]([O-:10])=[O:9].C1(P(C2C=CC=CC=2)C2C=CC=CC=2)C=CC=CC=1.O[CH:32]1[CH2:37][CH2:36][N:35]([C:38]([O:40][CH2:41][C:42]2[CH:47]=[CH:46][CH:45]=[CH:44][CH:43]=2)=[O:39])[CH2:34][CH2:33]1.N(C(OC(C)C)=O)=NC(OC(C)C)=O. The catalyst is C(Cl)Cl. The product is [CH3:1][C:2]1[CH:3]=[C:4]([O:11][CH:32]2[CH2:37][CH2:36][N:35]([C:38]([O:40][CH2:41][C:42]3[CH:43]=[CH:44][CH:45]=[CH:46][CH:47]=3)=[O:39])[CH2:34][CH2:33]2)[CH:5]=[CH:6][C:7]=1[N+:8]([O-:10])=[O:9]. The yield is 0.870. (5) The reactants are [C:1]([O:4][C:5]1[CH:13]=[CH:12][C:11]([Cl:14])=[CH:10][C:6]=1[C:7]([OH:9])=O)(=[O:3])[CH3:2].[CH3:15][O:16][C:17]1[C:26]2[C:21](=[CH:22][CH:23]=[CH:24][CH:25]=2)[CH:20]=[C:19]([NH2:27])[CH:18]=1. No catalyst specified. The product is [C:1]([O:4][C:5]1[CH:13]=[CH:12][C:11]([Cl:14])=[CH:10][C:6]=1[C:7]([NH:27][C:19]1[CH:18]=[C:17]([O:16][CH3:15])[C:26]2[C:21]([CH:20]=1)=[CH:22][CH:23]=[CH:24][CH:25]=2)=[O:9])(=[O:3])[CH3:2]. The yield is 0.399.